This data is from Reaction yield outcomes from USPTO patents with 853,638 reactions. The task is: Predict the reaction yield, written as a fraction of the theoretical maximum amount of product (1.0 means a 100% yield; for example, 0.34 means a 34% yield). (1) The reactants are [O:1]=[C:2]1[C:10]2[C:5](=[CH:6][C:7]([N:11]([CH2:16][C:17]3[S:18][CH:19]=[CH:20][CH:21]=3)[S:12]([CH3:15])(=[O:14])=[O:13])=[CH:8][CH:9]=2)[C:4](=[O:22])[N:3]1[CH2:23][C:24]([O:26]C(C)(C)C)=[O:25].Cl. The catalyst is O1CCOCC1. The product is [O:1]=[C:2]1[C:10]2[C:5](=[CH:6][C:7]([N:11]([CH2:16][C:17]3[S:18][CH:19]=[CH:20][CH:21]=3)[S:12]([CH3:15])(=[O:14])=[O:13])=[CH:8][CH:9]=2)[C:4](=[O:22])[N:3]1[CH2:23][C:24]([OH:26])=[O:25]. The yield is 0.970. (2) The reactants are [C:1]([O-:4])([O-])=O.[K+].[K+].[O:7]1[C:12]2[CH:13]=[CH:14][C:15](O)=[CH:16][C:11]=2[O:10][CH2:9][CH2:8]1.I[CH3:19]. The catalyst is [N+](CCCC)(CCCC)(CCCC)CCCC.[I-].CN(C=O)C. The product is [CH3:19][CH:9]1[O:10][C:11]2[CH:16]=[CH:15][C:14]([O:4][CH3:1])=[CH:13][C:12]=2[O:7][CH2:8]1. The yield is 0.850. (3) The reactants are [C:1]1(=[O:6])[CH2:5][CH2:4][CH2:3][CH2:2]1.[Cl-].[Ce+3].[Cl-].[Cl-].Br[C:12]([F:19])([F:18])[C:13]([O:15][CH2:16][CH3:17])=[O:14]. The catalyst is O1CCCC1.O.[Zn]. The product is [F:18][C:12]([F:19])([C:1]1([OH:6])[CH2:5][CH2:4][CH2:3][CH2:2]1)[C:13]([O:15][CH2:16][CH3:17])=[O:14]. The yield is 0.220. (4) The reactants are [C:1]([O:5][C:6](=[O:20])[C@H:7]([CH2:12][C:13]([O:15][C:16]([CH3:19])([CH3:18])[CH3:17])=[O:14])[NH:8][CH2:9][CH:10]=[CH2:11])([CH3:4])([CH3:3])[CH3:2].O.[ClH:22]. The catalyst is C(#N)C. The product is [ClH:22].[C:1]([O:5][C:6](=[O:20])[C@H:7]([CH2:12][C:13]([O:15][C:16]([CH3:19])([CH3:18])[CH3:17])=[O:14])[NH:8][CH2:9][CH:10]=[CH2:11])([CH3:4])([CH3:2])[CH3:3]. The yield is 0.470. (5) The reactants are S([O-])([O-])(=O)=O.[Na+].[Na+].[NH2:8][C:9]1[CH:17]=[CH:16][C:12]2[N:13]=[CH:14][S:15][C:11]=2[CH:10]=1.[O:18]=[CH:19][C:20](Cl)(Cl)Cl.Cl.[OH:25][NH2:26]. The catalyst is Cl.C(O)C.O. The product is [S:15]1[C:11]2[CH:10]=[C:9]([NH:8][C:19](=[O:18])[CH:20]=[N:26][OH:25])[CH:17]=[CH:16][C:12]=2[N:13]=[CH:14]1. The yield is 0.940. (6) The yield is 0.400. The catalyst is CN(C1C=CN=CC=1)C.CN(C=O)C.C(Cl)Cl.C(Cl)Cl. The product is [Cl:27][C:28]1[CH:33]=[C:32]([Cl:34])[CH:31]=[CH:30][C:29]=1[CH2:35][NH:36][C:9]([C@H:6]1[CH2:7][CH2:8][C@@H:3]([N:2]([CH3:1])[C:12]2[N:17]=[C:16]([NH:18][CH3:19])[N:15]=[C:14]([N:20]3[CH2:25][CH2:24][N:23]([CH3:26])[CH2:22][CH2:21]3)[N:13]=2)[CH2:4][CH2:5]1)=[O:10]. The reactants are [CH3:1][N:2]([C:12]1[N:17]=[C:16]([NH:18][CH3:19])[N:15]=[C:14]([N:20]2[CH2:25][CH2:24][N:23]([CH3:26])[CH2:22][CH2:21]2)[N:13]=1)[C@@H:3]1[CH2:8][CH2:7][C@H:6]([C:9](O)=[O:10])[CH2:5][CH2:4]1.[Cl:27][C:28]1[CH:33]=[C:32]([Cl:34])[CH:31]=[CH:30][C:29]=1[CH2:35][NH2:36].CCN=C=NCCCN(C)C.Cl.